This data is from Full USPTO retrosynthesis dataset with 1.9M reactions from patents (1976-2016). The task is: Predict the reactants needed to synthesize the given product. (1) Given the product [C:1]([C:5]1[O:9][N:8]=[C:7]([N:10]([CH3:29])[C:11]([NH:13][C:14]2[CH:19]=[CH:18][CH:17]=[C:16]([C:20]#[C:21][C:22]3[CH:23]=[N:24][C:25]([NH:30][CH2:31][CH2:32][N:33]4[CH2:38][CH2:37][O:36][CH2:35][CH2:34]4)=[N:26][CH:27]=3)[CH:15]=2)=[O:12])[CH:6]=1)([CH3:4])([CH3:3])[CH3:2], predict the reactants needed to synthesize it. The reactants are: [C:1]([C:5]1[O:9][N:8]=[C:7]([N:10]([CH3:29])[C:11]([NH:13][C:14]2[CH:19]=[CH:18][CH:17]=[C:16]([C:20]#[C:21][C:22]3[CH:23]=[N:24][C:25](Cl)=[N:26][CH:27]=3)[CH:15]=2)=[O:12])[CH:6]=1)([CH3:4])([CH3:3])[CH3:2].[NH2:30][CH2:31][CH2:32][N:33]1[CH2:38][CH2:37][O:36][CH2:35][CH2:34]1.Cl. (2) Given the product [ClH:3].[ClH:33].[Cl:3][C:4]1[C:5]([C:19]2[S:23][C:22]3[CH:24]=[CH:25][CH:26]=[C:27]([C:28]([NH2:30])=[O:29])[C:21]=3[CH:20]=2)=[N:6][C:7]([NH:10][CH2:11][CH2:12][CH:13]2[CH2:18][CH2:17][N:16]([CH3:1])[CH2:15][CH2:14]2)=[N:8][CH:9]=1, predict the reactants needed to synthesize it. The reactants are: [CH2:1]=O.[Cl:3][C:4]1[C:5]([C:19]2[S:23][C:22]3[CH:24]=[CH:25][CH:26]=[C:27]([C:28]([NH2:30])=[O:29])[C:21]=3[CH:20]=2)=[N:6][C:7]([NH:10][CH2:11][CH2:12][CH:13]2[CH2:18][CH2:17][NH:16][CH2:15][CH2:14]2)=[N:8][CH:9]=1.[BH4-].[Na+].[ClH:33].